This data is from NCI-60 drug combinations with 297,098 pairs across 59 cell lines. The task is: Regression. Given two drug SMILES strings and cell line genomic features, predict the synergy score measuring deviation from expected non-interaction effect. (1) Drug 1: C1=CC(=CC=C1CCCC(=O)O)N(CCCl)CCCl. Drug 2: C(CC(=O)O)C(=O)CN.Cl. Cell line: SW-620. Synergy scores: CSS=20.1, Synergy_ZIP=-0.679, Synergy_Bliss=-3.00, Synergy_Loewe=-20.5, Synergy_HSA=-3.80. (2) Drug 1: CC1=C(C(CCC1)(C)C)C=CC(=CC=CC(=CC(=O)O)C)C. Drug 2: C(CC(=O)O)C(=O)CN.Cl. Cell line: NCI-H460. Synergy scores: CSS=4.20, Synergy_ZIP=-0.846, Synergy_Bliss=-0.434, Synergy_Loewe=-2.26, Synergy_HSA=-3.31. (3) Synergy scores: CSS=3.81, Synergy_ZIP=-7.54, Synergy_Bliss=-12.2, Synergy_Loewe=-14.9, Synergy_HSA=-10.1. Cell line: NCI-H522. Drug 1: CNC(=O)C1=CC=CC=C1SC2=CC3=C(C=C2)C(=NN3)C=CC4=CC=CC=N4. Drug 2: CC1=C(N=C(N=C1N)C(CC(=O)N)NCC(C(=O)N)N)C(=O)NC(C(C2=CN=CN2)OC3C(C(C(C(O3)CO)O)O)OC4C(C(C(C(O4)CO)O)OC(=O)N)O)C(=O)NC(C)C(C(C)C(=O)NC(C(C)O)C(=O)NCCC5=NC(=CS5)C6=NC(=CS6)C(=O)NCCC[S+](C)C)O. (4) Drug 1: COCCOC1=C(C=C2C(=C1)C(=NC=N2)NC3=CC=CC(=C3)C#C)OCCOC.Cl. Drug 2: CC1C(C(CC(O1)OC2CC(CC3=C2C(=C4C(=C3O)C(=O)C5=CC=CC=C5C4=O)O)(C(=O)C)O)N)O. Cell line: U251. Synergy scores: CSS=52.5, Synergy_ZIP=-2.34, Synergy_Bliss=0.0902, Synergy_Loewe=4.77, Synergy_HSA=5.66. (5) Drug 1: CCCS(=O)(=O)NC1=C(C(=C(C=C1)F)C(=O)C2=CNC3=C2C=C(C=N3)C4=CC=C(C=C4)Cl)F. Drug 2: C1=CC(=CC=C1CC(C(=O)O)N)N(CCCl)CCCl.Cl. Cell line: A498. Synergy scores: CSS=13.3, Synergy_ZIP=-1.10, Synergy_Bliss=3.50, Synergy_Loewe=0.0103, Synergy_HSA=0.274.